Dataset: Full USPTO retrosynthesis dataset with 1.9M reactions from patents (1976-2016). Task: Predict the reactants needed to synthesize the given product. (1) Given the product [C:1]([C:3]1[CH:4]=[C:5]([S:22]([NH:25][C:26]2[S:30][N:29]=[CH:28][N:27]=2)(=[O:24])=[O:23])[CH:6]=[CH:7][C:8]=1[CH2:9][C:10]1[CH:15]=[CH:14][C:13]([C:16]([F:19])([F:17])[F:18])=[CH:12][C:11]=1[O:20][CH3:21])#[N:2], predict the reactants needed to synthesize it. The reactants are: [C:1]([C:3]1[CH:4]=[C:5]([S:22]([N:25](CC2C=CC(OC)=CC=2OC)[C:26]2[S:30][N:29]=[CH:28][N:27]=2)(=[O:24])=[O:23])[CH:6]=[CH:7][C:8]=1[CH2:9][C:10]1[CH:15]=[CH:14][C:13]([C:16]([F:19])([F:18])[F:17])=[CH:12][C:11]=1[O:20][CH3:21])#[N:2].FC(F)(F)C(O)=O. (2) Given the product [C:27]([O:15][CH2:14][C@H:13]([C:8]1[C:7]([CH3:21])=[CH:6][C:5]2[C:10](=[CH:11][C:2]([Br:1])=[CH:3][CH:4]=2)[C:9]=1[OH:12])[O:16][C:17]([CH3:18])([CH3:20])[CH3:19])(=[O:32])[C:28]([CH3:31])([CH3:30])[CH3:29], predict the reactants needed to synthesize it. The reactants are: [Br:1][C:2]1[CH:11]=[C:10]2[C:5]([CH:6]=[C:7]([CH3:21])[C:8]([C@H:13]([O:16][C:17]([CH3:20])([CH3:19])[CH3:18])[CH2:14][OH:15])=[C:9]2[OH:12])=[CH:4][CH:3]=1.N1C=CN=C1.[C:27](Cl)(=[O:32])[C:28]([CH3:31])([CH3:30])[CH3:29].[NH4+].[Cl-]. (3) The reactants are: [OH:1][C:2]1[CH:7]=[CH:6][CH:5]=[CH:4][C:3]=1[CH:8]1[O:12][N:11]=[C:10]([C:13]2[N:14]=[C:15]([CH:18]3[CH2:23][CH2:22][N:21]([C:24]([O:26][C:27]([CH3:30])([CH3:29])[CH3:28])=[O:25])[CH2:20][CH2:19]3)[S:16][CH:17]=2)[CH2:9]1.C(=O)([O-])[O-].[K+].[K+].Br[CH2:38][C:39]#[CH:40].[I-].[K+]. Given the product [CH2:40]([O:1][C:2]1[CH:7]=[CH:6][CH:5]=[CH:4][C:3]=1[CH:8]1[O:12][N:11]=[C:10]([C:13]2[N:14]=[C:15]([CH:18]3[CH2:23][CH2:22][N:21]([C:24]([O:26][C:27]([CH3:30])([CH3:29])[CH3:28])=[O:25])[CH2:20][CH2:19]3)[S:16][CH:17]=2)[CH2:9]1)[C:39]#[CH:38], predict the reactants needed to synthesize it. (4) The reactants are: [CH3:1][CH:2]([CH3:10])[C:3]([C:5]1[S:6][CH:7]=[CH:8][CH:9]=1)=[O:4].[Cl-].[Al+3].[Cl-].[Cl-].[Br:15]Br. Given the product [Br:15][C:8]1[CH:9]=[C:5]([C:3](=[O:4])[CH:2]([CH3:10])[CH3:1])[S:6][CH:7]=1, predict the reactants needed to synthesize it. (5) Given the product [Cl:3][C:4]1[C:5]2[CH:13]=[CH:12][N:11]([S:20]([C:17]3[CH:18]=[CH:19][C:14]([CH3:24])=[CH:15][CH:16]=3)(=[O:22])=[O:21])[C:6]=2[N:7]=[C:8]([NH2:10])[N:9]=1, predict the reactants needed to synthesize it. The reactants are: [H-].[Na+].[Cl:3][C:4]1[N:9]=[C:8]([NH2:10])[NH:7][C:6]2=[N:11][CH:12]=[CH:13][C:5]=12.[C:14]1([CH3:24])[CH:19]=[CH:18][C:17]([S:20](Cl)(=[O:22])=[O:21])=[CH:16][CH:15]=1.[Cl-].[NH4+]. (6) Given the product [CH2:18]([O:17][C:15](=[O:16])[CH2:14][C:13]1[N:8]=[C:6]([C:5]2[CH:9]=[CH:10][C:2]([OH:1])=[CH:3][CH:4]=2)[O:7][CH:12]=1)[CH3:19], predict the reactants needed to synthesize it. The reactants are: [OH:1][C:2]1[CH:10]=[CH:9][C:5]([C:6]([NH2:8])=[O:7])=[CH:4][CH:3]=1.Cl[CH2:12][C:13](=O)[CH2:14][C:15]([O:17][CH2:18][CH3:19])=[O:16]. (7) Given the product [CH2:7]([N:19]1[CH2:20][CH2:21][CH2:22][C@H:18]1[CH3:17])[CH2:10][C:12]#[CH:14], predict the reactants needed to synthesize it. The reactants are: C(=O)([O-])[O-].[K+].[K+].[C:7]([CH:10]([CH:12]([C:14](O)=O)O)O)(O)=O.[CH3:17][C@@H:18]1[CH2:22][CH2:21][CH2:20][NH:19]1.CC1C=CC(S(OCCC#C)(=O)=O)=CC=1.S(C1C=CC(C)=CC=1)([O-])(=O)=O.